From a dataset of Forward reaction prediction with 1.9M reactions from USPTO patents (1976-2016). Predict the product of the given reaction. (1) Given the reactants [CH3:1][C:2]1[CH:7]=[CH:6][C:5]([C:8](=O)[CH2:9][C:10](=O)[C:11]([O:13][CH3:14])=[O:12])=[CH:4][CH:3]=1.[NH:17]([C:19]1[CH:26]=[CH:25][C:22]([C:23]#[N:24])=[CH:21][CH:20]=1)[NH2:18], predict the reaction product. The product is: [C:23]([C:22]1[CH:25]=[CH:26][C:19]([N:17]2[C:8]([C:5]3[CH:6]=[CH:7][C:2]([CH3:1])=[CH:3][CH:4]=3)=[CH:9][C:10]([C:11]([O:13][CH3:14])=[O:12])=[N:18]2)=[CH:20][CH:21]=1)#[N:24]. (2) Given the reactants [CH3:1][C:2]([C:4]1[CH:9]=[C:8]([C:10]([CH3:13])([CH3:12])[CH3:11])[C:7]([OH:14])=[C:6]([C:15]([CH3:18])([CH3:17])[CH3:16])[CH:5]=1)=[O:3].[H-].[Na+].CI.O.[CH2:24]1COCC1, predict the reaction product. The product is: [C:15]([C:6]1[CH:5]=[C:4]([C:2](=[O:3])[CH3:1])[CH:9]=[C:8]([C:10]([CH3:11])([CH3:13])[CH3:12])[C:7]=1[O:14][CH3:24])([CH3:18])([CH3:17])[CH3:16]. (3) Given the reactants [NH:1]1[CH2:5][CH2:4][CH2:3][C@@H:2]1[CH2:6][OH:7].[CH3:8][C:9]([O:12][C:13](O[C:13]([O:12][C:9]([CH3:11])([CH3:10])[CH3:8])=[O:14])=[O:14])([CH3:11])[CH3:10].C(N(CC)CC)C, predict the reaction product. The product is: [OH:7][CH2:6][C@H:2]1[CH2:3][CH2:4][CH2:5][N:1]1[C:13]([O:12][C:9]([CH3:11])([CH3:10])[CH3:8])=[O:14]. (4) The product is: [C:27]([O:31][C:32]([N:34]1[CH2:35][CH2:36][CH:37]([C:40]2[CH:45]=[CH:44][CH:43]=[CH:42][C:41]=2[O:46][S:5]([C:4]([F:9])([F:10])[C:3]([F:11])([F:12])[C:2]([F:1])([F:17])[C:13]([F:16])([F:15])[F:14])(=[O:7])=[O:6])[CH2:38][CH2:39]1)=[O:33])([CH3:30])([CH3:28])[CH3:29]. Given the reactants [F:1][C:2]([F:17])([C:13]([F:16])([F:15])[F:14])[C:3]([F:12])([F:11])[C:4]([F:10])([F:9])[S:5](F)(=[O:7])=[O:6].C(N(C(C)C)C(C)C)C.[C:27]([O:31][C:32]([N:34]1[CH2:39][CH2:38][CH:37]([C:40]2[CH:45]=[CH:44][CH:43]=[CH:42][C:41]=2[OH:46])[CH2:36][CH2:35]1)=[O:33])([CH3:30])([CH3:29])[CH3:28], predict the reaction product. (5) Given the reactants [F:1][C:2]([F:20])([F:19])[C:3](=O)[CH2:4][C:5]([C:7]1[CH:17]=[CH:16][C:10]2[O:11][CH2:12][C:13](=[O:15])[NH:14][C:9]=2[CH:8]=1)=O.Cl.[Cl:22][C:23]1[CH:24]=[C:25]([NH:29][NH2:30])[CH:26]=[CH:27][CH:28]=1, predict the reaction product. The product is: [Cl:22][C:23]1[CH:24]=[C:25]([N:29]2[C:5]([C:7]3[CH:17]=[CH:16][C:10]4[O:11][CH2:12][C:13](=[O:15])[NH:14][C:9]=4[CH:8]=3)=[CH:4][C:3]([C:2]([F:20])([F:19])[F:1])=[N:30]2)[CH:26]=[CH:27][CH:28]=1. (6) Given the reactants [C:1]([O:5][C:6]([N:8]1[C:16]2[C:11](=[CH:12][CH:13]=[CH:14][CH:15]=2)[C:10]([CH:17]([OH:27])[C:18]2[CH:23]=[C:22]([F:24])[C:21]([F:25])=[CH:20][C:19]=2[F:26])=[CH:9]1)=[O:7])([CH3:4])([CH3:3])[CH3:2].CC1C=CN=C(N)C=1C.[C:37](O[C:37](=[O:40])[CH2:38][CH3:39])(=[O:40])[CH2:38][CH3:39], predict the reaction product. The product is: [C:1]([O:5][C:6]([N:8]1[C:16]2[C:11](=[CH:12][CH:13]=[CH:14][CH:15]=2)[C:10]([CH:17]([O:27][C:37](=[O:40])[CH2:38][CH3:39])[C:18]2[CH:23]=[C:22]([F:24])[C:21]([F:25])=[CH:20][C:19]=2[F:26])=[CH:9]1)=[O:7])([CH3:4])([CH3:2])[CH3:3]. (7) Given the reactants [C:1]([Si:5]([O:8][C:9]1[C:14]([F:15])=[CH:13][CH:12]=[CH:11][C:10]=1[C:16]([CH3:19])([CH3:18])[CH3:17])([CH3:7])[CH3:6])([CH3:4])([CH3:3])[CH3:2].CN(C)CCN(C)C.[Li]C(CC)C.C(Br)(Br)(Br)[Br:34].[NH4+].[Cl-], predict the reaction product. The product is: [Br:34][C:13]1[C:14]([F:15])=[C:9]([C:10]([C:16]([CH3:19])([CH3:18])[CH3:17])=[CH:11][CH:12]=1)[O:8][Si:5]([C:1]([CH3:4])([CH3:3])[CH3:2])([CH3:7])[CH3:6]. (8) Given the reactants [CH3:1][N:2]([CH2:4][C:5]1[CH:10]=[CH:9][C:8]([C:11]2[C:20]3[C:15](=[CH:16][CH:17]=[CH:18][C:19]=3[OH:21])[C:14](=[O:22])[NH:13][CH:12]=2)=[CH:7][CH:6]=1)[CH3:3].[CH3:23][S:24]([OH:27])(=[O:26])=[O:25].CC(C)=O, predict the reaction product. The product is: [CH3:23][S:24]([OH:27])(=[O:26])=[O:25].[CH3:3][N:2]([CH2:4][C:5]1[CH:6]=[CH:7][C:8]([C:11]2[C:20]3[C:15](=[CH:16][CH:17]=[CH:18][C:19]=3[OH:21])[C:14](=[O:22])[NH:13][CH:12]=2)=[CH:9][CH:10]=1)[CH3:1]. (9) The product is: [Br:3][C:4]1[CH:5]=[CH:6][C:7]([O:13][CH2:15][O:16][CH3:17])=[C:8]([C:10](=[O:12])[CH3:11])[CH:9]=1. Given the reactants [H-].[Na+].[Br:3][C:4]1[CH:5]=[CH:6][C:7]([OH:13])=[C:8]([C:10](=[O:12])[CH3:11])[CH:9]=1.Cl[CH2:15][O:16][CH3:17], predict the reaction product. (10) Given the reactants [NH2:1][C:2]1[CH:3]=[CH:4][C:5]2[N:10]([CH3:11])[C:9](=[O:12])[O:8][C:7]([CH3:14])([CH3:13])[C:6]=2[CH:15]=1.[Cl:16][C:17]1[CH:22]=[CH:21][CH:20]=[CH:19][C:18]=1B(O)O, predict the reaction product. The product is: [Cl:16][C:17]1[CH:22]=[CH:21][CH:20]=[CH:19][C:18]=1[NH:1][C:2]1[CH:3]=[CH:4][C:5]2[N:10]([CH3:11])[C:9](=[O:12])[O:8][C:7]([CH3:13])([CH3:14])[C:6]=2[CH:15]=1.